Dataset: Full USPTO retrosynthesis dataset with 1.9M reactions from patents (1976-2016). Task: Predict the reactants needed to synthesize the given product. (1) The reactants are: F[C:2]1[CH:3]=[C:4]([C:11]#[C:12][CH:13]=[C:14]2[CH2:19][CH2:18][N:17]([C:20]3[C:25]([N+:26]([O-:28])=[O:27])=[CH:24][CH:23]=[CH:22][N:21]=3)[CH2:16][CH2:15]2)[CH:5]=[C:6](F)[C:7]=1OC.[N+]([C:32]1C(N2CCC(=CC#C)CC2)=NC=CC=1)([O-])=O.IC1C=[C:50]([C:54](=[O:56])C)C=CC=1.BrC1C=C(F)C(OC)=C(F)C=1. Given the product [CH3:32][C:22]1[N:21]=[C:20]([N:17]2[CH2:16][CH2:15][C:14](=[CH:13][C:12]#[C:11][C:4]3[CH:5]=[C:6]([C:54](=[O:56])[CH3:50])[CH:7]=[CH:2][CH:3]=3)[CH2:19][CH2:18]2)[C:25]([N+:26]([O-:28])=[O:27])=[CH:24][CH:23]=1, predict the reactants needed to synthesize it. (2) Given the product [NH2:18][CH:16]([CH3:17])[CH2:15][N:13]1[C:14]2[C:10](=[CH:9][CH:8]=[C:7]3[CH:19]=[C:3]([OH:2])[CH:4]=[CH:5][C:6]3=2)[CH:11]=[N:12]1, predict the reactants needed to synthesize it. The reactants are: C[O:2][C:3]1[CH:4]=[CH:5][C:6]2[C:7]([CH:19]=1)=[CH:8][CH:9]=[C:10]1[C:14]=2[N:13]([CH2:15][CH:16]([NH2:18])[CH3:17])[N:12]=[CH:11]1.[B-](Br)(Br)(Br)[S+](C)C.C([O-])(O)=O.[Na+]. (3) Given the product [CH:29]([N:2]([OH:1])[CH2:3][CH2:4][NH:5][C:6](=[O:28])[C:7]1[CH:8]=[CH:9][C:10]([C:13]#[C:14][C:15]2[CH:20]=[CH:19][C:18]([CH2:21][N:22]3[CH2:27][CH2:26][O:25][CH2:24][CH2:23]3)=[CH:17][CH:16]=2)=[CH:11][CH:12]=1)=[O:30], predict the reactants needed to synthesize it. The reactants are: [OH:1][NH:2][CH2:3][CH2:4][NH:5][C:6](=[O:28])[C:7]1[CH:12]=[CH:11][C:10]([C:13]#[C:14][C:15]2[CH:20]=[CH:19][C:18]([CH2:21][N:22]3[CH2:27][CH2:26][O:25][CH2:24][CH2:23]3)=[CH:17][CH:16]=2)=[CH:9][CH:8]=1.[CH:29](OCC(F)(F)F)=[O:30].CCN(C(C)C)C(C)C. (4) Given the product [C:13]([C:12]1[O:11][C:10]([C:15]([O:17][CH3:18])=[O:16])=[CH:9][C:8]=1[NH:33][N:32]=[C:19]([C:20]1[CH:25]=[CH:24][CH:23]=[CH:22][CH:21]=1)[C:26]1[CH:31]=[CH:30][CH:29]=[CH:28][CH:27]=1)#[N:14], predict the reactants needed to synthesize it. The reactants are: C(=O)([O-])[O-].[Cs+].[Cs+].Br[C:8]1[CH:9]=[C:10]([C:15]([O:17][CH3:18])=[O:16])[O:11][C:12]=1[C:13]#[N:14].[C:19](=[N:32][NH2:33])([C:26]1[CH:31]=[CH:30][CH:29]=[CH:28][CH:27]=1)[C:20]1[CH:25]=[CH:24][CH:23]=[CH:22][CH:21]=1.O=[Si]=O. (5) Given the product [CH2:2]([N:9]1[CH2:13][CH2:12][CH:11]([C:14]2[N:19]=[CH:18][C:17]([O:22][CH3:21])=[CH:16][N:15]=2)[CH2:10]1)[C:3]1[CH:8]=[CH:7][CH:6]=[CH:5][CH:4]=1, predict the reactants needed to synthesize it. The reactants are: [Na].[CH2:2]([N:9]1[CH2:13][CH2:12][CH:11]([C:14]2[N:19]=[CH:18][C:17](Br)=[CH:16][N:15]=2)[CH2:10]1)[C:3]1[CH:8]=[CH:7][CH:6]=[CH:5][CH:4]=1.[CH3:21][OH:22]. (6) The reactants are: [Br:1][C:2]1[C:10]2[N:9]=[N:8][N:7]([CH2:11][CH:12]([CH3:14])[CH3:13])[C:6]=2[CH:5]=[CH:4][C:3]=1[C:15]1[CH:20]=[CH:19][C:18]([CH2:21]Cl)=[CH:17][CH:16]=1.[CH3:23][N:24]1[C:28](=[O:29])[CH2:27][NH:26][C:25]1=[O:30].C(=O)([O-])[O-].[K+].[K+]. Given the product [Br:1][C:2]1[C:10]2[N:9]=[N:8][N:7]([CH2:11][CH:12]([CH3:14])[CH3:13])[C:6]=2[CH:5]=[CH:4][C:3]=1[C:15]1[CH:20]=[CH:19][C:18]([CH2:21][N:26]2[CH2:27][C:28](=[O:29])[N:24]([CH3:23])[C:25]2=[O:30])=[CH:17][CH:16]=1, predict the reactants needed to synthesize it.